This data is from CYP2C19 inhibition data for predicting drug metabolism from PubChem BioAssay. The task is: Regression/Classification. Given a drug SMILES string, predict its absorption, distribution, metabolism, or excretion properties. Task type varies by dataset: regression for continuous measurements (e.g., permeability, clearance, half-life) or binary classification for categorical outcomes (e.g., BBB penetration, CYP inhibition). Dataset: cyp2c19_veith. (1) The molecule is Cc1ccc(SCCNC(=O)c2ccc(C)c(S(=O)(=O)Nc3ccccc3C)c2)cc1. The result is 1 (inhibitor). (2) The result is 1 (inhibitor). The molecule is O=C(OC1CCN(c2ncc(C(F)(F)F)cc2Cl)CC1)c1ccccc1. (3) The molecule is CCCC1(C(=O)OC)C=C2C(=C(C)C(=O)C2C)CN1. The result is 0 (non-inhibitor). (4) The compound is O=C(c1csnn1)N1CCC2(CC1)CN(Cc1cc(C(F)(F)F)cc(C(F)(F)F)c1)C2. The result is 0 (non-inhibitor). (5) The result is 0 (non-inhibitor). The molecule is O=c1ccc2cc(O)c(O)cc2o1. (6) The compound is Cc1cc(C(=O)O)c(C)n1-c1cccc(C(=O)O)c1.O=C1C[C@@H]2OCC=C3CN4CC[C@]56c7ccccc7N1[C@@H]5[C@@H]2[C@H]3C[C@H]46. The result is 0 (non-inhibitor).